Dataset: Full USPTO retrosynthesis dataset with 1.9M reactions from patents (1976-2016). Task: Predict the reactants needed to synthesize the given product. (1) Given the product [CH2:1]([O:6][C:22]1[CH:21]=[CH:20][NH:17][C:12](=[O:16])[CH:15]=1)[CH2:2][CH2:3][CH2:4][CH3:5], predict the reactants needed to synthesize it. The reactants are: [CH2:1]([OH:6])[CH2:2][CH2:3][CH2:4][CH3:5].CC(C)([O-])C.[C:12]([OH:16])([CH3:15])(C)C.[N+:17]([C:20]1C=C[N+]([O-])=[CH:22][CH:21]=1)([O-])=O. (2) Given the product [C:6]1([C:12]2[N:13]=[C:14]([CH:25]=[O:26])[O:15][C:16]=2[C:17]2[CH:18]=[CH:19][CH:20]=[CH:21][CH:22]=2)[CH:11]=[CH:10][CH:9]=[CH:8][CH:7]=1, predict the reactants needed to synthesize it. The reactants are: [Li]CCCC.[C:6]1([C:12]2[N:13]=[CH:14][O:15][C:16]=2[C:17]2[CH:22]=[CH:21][CH:20]=[CH:19][CH:18]=2)[CH:11]=[CH:10][CH:9]=[CH:8][CH:7]=1.CN(C1C=CC=CN=1)[CH:25]=[O:26]. (3) Given the product [S:1]1[C:5]2[CH:6]=[CH:7][CH:8]=[CH:9][C:4]=2[N:3]=[C:2]1[S:10][CH:11]([CH3:15])[C:12]([N:16]1[C:25]2[C:20](=[CH:21][CH:22]=[CH:23][CH:24]=2)[CH2:19][CH2:18][CH2:17]1)=[O:14], predict the reactants needed to synthesize it. The reactants are: [S:1]1[C:5]2[CH:6]=[CH:7][CH:8]=[CH:9][C:4]=2[N:3]=[C:2]1[S:10][CH:11]([CH3:15])[C:12]([OH:14])=O.[NH:16]1[C:25]2[C:20](=[CH:21][CH:22]=[CH:23][CH:24]=2)[CH2:19][CH2:18][CH2:17]1. (4) Given the product [N:24]([C@H:6]1[C@H:11]2[CH2:12][C@H:8]([C@@H:9]([C:20]([O:22][CH3:23])=[O:21])[N:10]2[C:13]([O:15][C:16]([CH3:19])([CH3:18])[CH3:17])=[O:14])[CH2:7]1)=[N+:25]=[N-:26], predict the reactants needed to synthesize it. The reactants are: CS(O[C@H:6]1[C@H:11]2[CH2:12][C@H:8]([C@@H:9]([C:20]([O:22][CH3:23])=[O:21])[N:10]2[C:13]([O:15][C:16]([CH3:19])([CH3:18])[CH3:17])=[O:14])[CH2:7]1)(=O)=O.[N-:24]=[N+:25]=[N-:26].[Na+]. (5) Given the product [F:1][C:2]1[CH:10]=[C:6]([C:7]([NH:20][CH2:21][C:22]2[CH:23]=[CH:24][C:25]([C:26]([O:28][CH3:29])=[O:27])=[CH:30][CH:31]=2)=[O:9])[C:5]([CH2:11][C:12]2[CH:17]=[CH:16][C:15]([F:18])=[CH:14][CH:13]=2)=[N:4][CH:3]=1, predict the reactants needed to synthesize it. The reactants are: [F:1][C:2]1[CH:3]=[N:4][C:5]([CH2:11][C:12]2[CH:17]=[CH:16][C:15]([F:18])=[CH:14][CH:13]=2)=[C:6]([CH:10]=1)[C:7]([OH:9])=O.Cl.[NH2:20][CH2:21][C:22]1[CH:31]=[CH:30][C:25]([C:26]([O:28][CH3:29])=[O:27])=[CH:24][CH:23]=1. (6) The reactants are: [Cl:1][C:2]1[C:7]([NH:8][C:9](=[O:31])[C:10]2[CH:15]=[C:14]([CH2:16][C:17]3[C:18](=[O:29])[C:19]([O:27][CH3:28])=[C:20]([O:25][CH3:26])[C:21](=[O:24])[C:22]=3[CH3:23])[CH:13]=[CH:12][C:11]=2[OH:30])=[CH:6][CH:5]=[CH:4][N:3]=1.[CH3:32][Si](C=[N+]=[N-])(C)C. Given the product [Cl:1][C:2]1[C:7]([NH:8][C:9](=[O:31])[C:10]2[CH:15]=[C:14]([CH2:16][C:17]3[C:18](=[O:29])[C:19]([O:27][CH3:28])=[C:20]([O:25][CH3:26])[C:21](=[O:24])[C:22]=3[CH3:23])[CH:13]=[CH:12][C:11]=2[O:30][CH3:32])=[CH:6][CH:5]=[CH:4][N:3]=1, predict the reactants needed to synthesize it.